The task is: Predict the reactants needed to synthesize the given product.. This data is from Full USPTO retrosynthesis dataset with 1.9M reactions from patents (1976-2016). (1) Given the product [CH3:26][C:21]1([CH3:27])[C:22]([CH3:25])([CH3:24])[O:23][B:19]([C:2]2[CH:7]=[CH:6][C:5]([S:8]([NH:11][C:12]([CH3:18])([CH3:17])[C:13]([F:16])([F:15])[F:14])(=[O:10])=[O:9])=[CH:4][CH:3]=2)[O:20]1, predict the reactants needed to synthesize it. The reactants are: Br[C:2]1[CH:7]=[CH:6][C:5]([S:8]([NH:11][C:12]([CH3:18])([CH3:17])[C:13]([F:16])([F:15])[F:14])(=[O:10])=[O:9])=[CH:4][CH:3]=1.[B:19]1([B:19]2[O:23][C:22]([CH3:25])([CH3:24])[C:21]([CH3:27])([CH3:26])[O:20]2)[O:23][C:22]([CH3:25])([CH3:24])[C:21]([CH3:27])([CH3:26])[O:20]1.C([O-])(=O)C.[K+]. (2) Given the product [CH:1]([O:4][C:5]([N:7]1[CH2:8][CH2:9][CH:10]([C@@H:13]([O:15][C:16]2[CH:21]=[CH:20][C:19]([C:44]3[CH:45]=[CH:46][C:41]([CH2:40][CH:39]([NH:38][C:36]([O:35][C:31]([CH3:33])([CH3:32])[CH3:34])=[O:37])[C:56]([N:58]4[CH2:62][CH2:61][CH2:60][C@H:59]4[C:63]#[N:64])=[O:57])=[C:42]([F:55])[CH:43]=3)=[CH:18][N:17]=2)[CH3:14])[CH2:11][CH2:12]1)=[O:6])([CH3:2])[CH3:3], predict the reactants needed to synthesize it. The reactants are: [CH:1]([O:4][C:5]([N:7]1[CH2:12][CH2:11][CH:10]([CH:13]([O:15][C:16]2[CH:21]=[CH:20][C:19](B3OC(C)(C)C(C)(C)O3)=[CH:18][N:17]=2)[CH3:14])[CH2:9][CH2:8]1)=[O:6])([CH3:3])[CH3:2].[C:31]([O:35][C:36]([NH:38][C@H:39]([C:56]([N:58]1[CH2:62][CH2:61][CH2:60][C@H:59]1[C:63]#[N:64])=[O:57])[CH2:40][C:41]1[CH:46]=[CH:45][C:44](OS(C(F)(F)F)(=O)=O)=[CH:43][C:42]=1[F:55])=[O:37])([CH3:34])([CH3:33])[CH3:32].C(N(CC)CC)C. (3) Given the product [C:1]([O:5][C:6]([N:8]1[C:16]2[C:11](=[CH:12][CH:13]=[C:14]([CH2:17][CH:18]=[O:19])[CH:15]=2)[CH:10]=[C:9]1[C:21]1[CH:26]=[C:25]([C:27]2[CH:28]=[CH:29][N:30]=[CH:31][CH:32]=2)[N:24]=[N:23][C:22]=1[O:33][CH3:34])=[O:7])([CH3:3])([CH3:4])[CH3:2], predict the reactants needed to synthesize it. The reactants are: [C:1]([O:5][C:6]([N:8]1[C:16]2[C:11](=[CH:12][CH:13]=[C:14]([CH:17]=[CH:18][O:19]C)[CH:15]=2)[CH:10]=[C:9]1[C:21]1[CH:26]=[C:25]([C:27]2[CH:32]=[CH:31][N:30]=[CH:29][CH:28]=2)[N:24]=[N:23][C:22]=1[O:33][CH3:34])=[O:7])([CH3:4])([CH3:3])[CH3:2].[I-].[K+].Cl[Si](C)(C)C. (4) Given the product [NH2:9][CH2:8][CH:7]([CH2:17][C:18]1[CH:23]=[CH:22][C:21]([O:24][CH2:25][CH2:26][O:27][C:28]2[C:29]([Cl:39])=[CH:30][C:31]([CH2:35][CH2:36][CH2:37][OH:38])=[CH:32][C:33]=2[Cl:34])=[CH:20][CH:19]=1)[C:6]([N:5]([CH2:4][C:3]1[CH:44]=[C:45]([CH2:48][CH2:49][CH2:50][O:51][CH3:52])[CH:46]=[CH:47][C:2]=1[Cl:1])[CH:41]1[CH2:42][CH2:43]1)=[O:40], predict the reactants needed to synthesize it. The reactants are: [Cl:1][C:2]1[CH:47]=[CH:46][C:45]([CH2:48][CH2:49][CH2:50][O:51][CH3:52])=[CH:44][C:3]=1[CH2:4][N:5]([CH:41]1[CH2:43][CH2:42]1)[C:6](=[O:40])[CH:7]([CH2:17][C:18]1[CH:23]=[CH:22][C:21]([O:24][CH2:25][CH2:26][O:27][C:28]2[C:33]([Cl:34])=[CH:32][C:31]([CH2:35][CH2:36][CH2:37][OH:38])=[CH:30][C:29]=2[Cl:39])=[CH:20][CH:19]=1)[CH2:8][NH:9]C(=O)OC(C)(C)C.Cl. (5) Given the product [F:27][C:2]([F:26])([F:1])[C:3]1[CH:4]=[CH:5][C:6]([O:9][C:10]2[CH:15]=[CH:14][C:13]([O:16][C:17]([N:19]3[CH2:20][CH2:21][CH:22]([S:39][C:36]4[N:35]=[C:34]([C:31]5[CH:32]=[CH:33][N:28]=[CH:29][CH:30]=5)[NH:38][N:37]=4)[CH2:23][CH2:24]3)=[O:18])=[CH:12][CH:11]=2)=[N:7][CH:8]=1, predict the reactants needed to synthesize it. The reactants are: [F:1][C:2]([F:27])([F:26])[C:3]1[CH:4]=[CH:5][C:6]([O:9][C:10]2[CH:15]=[CH:14][C:13]([O:16][C:17]([N:19]3[CH2:24][CH2:23][CH:22](O)[CH2:21][CH2:20]3)=[O:18])=[CH:12][CH:11]=2)=[N:7][CH:8]=1.[N:28]1[CH:33]=[CH:32][C:31]([C:34]2[NH:38][N:37]=[C:36]([SH:39])[N:35]=2)=[CH:30][CH:29]=1.C(OCC)(=O)C.Cl. (6) Given the product [NH2:1][C@@H:2]1[CH2:7][CH2:6][CH2:5][N:4]([C:8]2[N:13]([CH2:14][C:15]3[CH:20]=[CH:19][CH:18]=[CH:17][C:16]=3[Br:22])[C:12](=[O:23])[N:11]([CH3:24])[C:10](=[O:25])[CH:9]=2)[CH2:3]1, predict the reactants needed to synthesize it. The reactants are: [NH2:1][C@@H:2]1[CH2:7][CH2:6][CH2:5][N:4]([C:8]2[N:13]([CH2:14][C:15]3[CH:20]=[C:19](F)[CH:18]=[CH:17][C:16]=3[Br:22])[C:12](=[O:23])[N:11]([CH3:24])[C:10](=[O:25])[CH:9]=2)[CH2:3]1.BrC1C=CC=CC=1CBr.